Dataset: Full USPTO retrosynthesis dataset with 1.9M reactions from patents (1976-2016). Task: Predict the reactants needed to synthesize the given product. (1) The reactants are: [CH2:1]([OH:4])[CH2:2][OH:3].[H-].[Na+].Cl[C:8]1[C:9]([CH3:15])=[N:10][CH:11]=[C:12]([CH3:14])[N:13]=1. Given the product [CH3:14][C:12]1[C:11]([O:3][CH2:2][CH2:1][OH:4])=[N:10][C:9]([CH3:15])=[CH:8][N:13]=1, predict the reactants needed to synthesize it. (2) Given the product [CH3:33][CH:32]([CH3:34])[CH2:31][CH:14]([C:10]1[CH:11]=[CH:12][CH:13]=[C:8]([N:35]2[CH2:40][CH2:39][O:38][CH2:37][CH2:36]2)[CH:9]=1)[C:15]([NH:17][C:18]1[CH:23]=[CH:22][C:21]([C:24]2[CH:29]=[CH:28][N:27]=[C:26]([CH3:30])[CH:25]=2)=[CH:20][CH:19]=1)=[O:16], predict the reactants needed to synthesize it. The reactants are: C([O-])([O-])=O.[Cs+].[Cs+].Br[C:8]1[CH:9]=[C:10]([CH:14]([CH2:31][CH:32]([CH3:34])[CH3:33])[C:15]([NH:17][C:18]2[CH:23]=[CH:22][C:21]([C:24]3[CH:29]=[CH:28][N:27]=[C:26]([CH3:30])[CH:25]=3)=[CH:20][CH:19]=2)=[O:16])[CH:11]=[CH:12][CH:13]=1.[NH:35]1[CH2:40][CH2:39][O:38][CH2:37][CH2:36]1.CN(C=O)C. (3) Given the product [F:20][C:21]1[CH:22]=[CH:23][C:24]([O:45][CH2:46][C:47]2[CH:52]=[CH:51][C:50]([CH2:53][CH2:54][C:55]3[CH:56]=[CH:57][C:58]([F:61])=[CH:59][CH:60]=3)=[CH:49][CH:48]=2)=[C:25]([CH2:27][CH2:28][N:29]([CH2:2][CH2:3][C:4]2[CH:13]=[CH:12][C:7]([C:8]([O:10][CH3:11])=[O:9])=[CH:6][CH:5]=2)[CH:30]2[CH2:39][CH2:38][CH2:37][C:36]3[N:35]=[C:34]([C:40]([O:42][CH2:43][CH3:44])=[O:41])[CH:33]=[CH:32][C:31]2=3)[CH:26]=1, predict the reactants needed to synthesize it. The reactants are: I[CH2:2][CH2:3][C:4]1[CH:13]=[CH:12][C:7]([C:8]([O:10][CH3:11])=[O:9])=[CH:6][CH:5]=1.C(=O)([O-])[O-].[Na+].[Na+].[F:20][C:21]1[CH:22]=[CH:23][C:24]([O:45][CH2:46][C:47]2[CH:52]=[CH:51][C:50]([CH2:53][CH2:54][C:55]3[CH:60]=[CH:59][C:58]([F:61])=[CH:57][CH:56]=3)=[CH:49][CH:48]=2)=[C:25]([CH2:27][CH2:28][NH:29][CH:30]2[CH2:39][CH2:38][CH2:37][C:36]3[N:35]=[C:34]([C:40]([O:42][CH2:43][CH3:44])=[O:41])[CH:33]=[CH:32][C:31]2=3)[CH:26]=1. (4) Given the product [O:1]1[CH2:6][CH2:5][N:4]([C:7]2[CH:15]=[CH:14][C:10]([C:11]3[S:34][C:18]4=[N:19][N:20]=[C:21]([C:22]5[CH:27]=[C:26]([O:28][CH3:29])[C:25]([O:30][CH3:31])=[C:24]([O:32][CH3:33])[CH:23]=5)[N:17]4[N:16]=3)=[CH:9][CH:8]=2)[CH2:3][CH2:2]1, predict the reactants needed to synthesize it. The reactants are: [O:1]1[CH2:6][CH2:5][N:4]([C:7]2[CH:15]=[CH:14][C:10]([C:11](O)=O)=[CH:9][CH:8]=2)[CH2:3][CH2:2]1.[NH2:16][N:17]1[C:21]([C:22]2[CH:27]=[C:26]([O:28][CH3:29])[C:25]([O:30][CH3:31])=[C:24]([O:32][CH3:33])[CH:23]=2)=[N:20][N:19]=[C:18]1[SH:34]. (5) Given the product [Cl:8][C:9]1[N:13]([CH3:3])[C:12]2[CH:14]=[CH:15][CH:16]=[CH:17][C:11]=2[N:10]=1, predict the reactants needed to synthesize it. The reactants are: [H-].[Na+].[CH3:3]N(C)C=O.[Cl:8][C:9]1[NH:13][C:12]2[CH:14]=[CH:15][CH:16]=[CH:17][C:11]=2[N:10]=1.CI.